From a dataset of Experimentally validated miRNA-target interactions with 360,000+ pairs, plus equal number of negative samples. Binary Classification. Given a miRNA mature sequence and a target amino acid sequence, predict their likelihood of interaction. (1) The miRNA is hsa-miR-3174 with sequence UAGUGAGUUAGAGAUGCAGAGCC. The protein sequence of the target gene is MPEVERKPKITASRKLLLKSLMLAKAKECWEQEHEEREAEKVRYLAERIPTLQTRGLSLSALQDLCRELHAKVEVVDEERYDIEAKCLHNTREIKDLKLKVMDLRGKFKRPPLRRVRVSADAMLRALLGSKHKVSMDLRANLKSVKKEDTEKERPVEVGDWRKNVEAMSGMEGRKKMFDAAKSPTSQ. Result: 1 (interaction). (2) The miRNA is rno-miR-208b-3p with sequence AUAAGACGAACAAAAGGU. The protein sequence of the target gene is MAPAAASPPEVIRAAQKDEYYRGGLRSAAGGALHSLAGARKWLEWRKEVELLSDVAYFGLTTLAGYQTLGEEYVSIIQVDPSRIHVPSSLRRGVLVTLHAVLPYLLDKALLPLEQELQADPDSGRPLQGSLGPGGRGCSGARRWMRHHTATLTEQQRRALLRAVFVLRQGLACLQRLHVAWFYIHGVFYHLAKRLTGITYLRVRSLPGEDLRARVSYRLLGVISLLHLVLSMGLQLYGFRQRQRARKEWRLHRGLSHRRASLEERAVSRNPLCTLCLEERRHPTATPCGHLFCWECITAW.... Result: 0 (no interaction).